This data is from Forward reaction prediction with 1.9M reactions from USPTO patents (1976-2016). The task is: Predict the product of the given reaction. (1) The product is: [CH:52]1([N:55]2[C:64]3[C:59](=[CH:60][CH:61]=[CH:62][CH:63]=3)[N:58]([C:7]([C:6]3[C:5]([O:4][C:3]4[CH:14]=[C:15]([Cl:18])[CH:16]=[CH:17][C:2]=4[Cl:1])=[N:13][CH:12]=[CH:11][CH:10]=3)=[O:9])[CH2:57][CH2:56]2)[CH2:54][CH2:53]1. Given the reactants [Cl:1][C:2]1[CH:17]=[CH:16][C:15]([Cl:18])=[CH:14][C:3]=1[O:4][C:5]1[N:13]=[CH:12][CH:11]=[CH:10][C:6]=1[C:7]([OH:9])=O.C(N(C(C)C)C(C)C)C.CN(C(ON1N=NC2C=CC=NC1=2)=[N+](C)C)C.F[P-](F)(F)(F)(F)F.[CH:52]1([N:55]2[C:64]3[C:59](=[CH:60][CH:61]=[CH:62][CH:63]=3)[NH:58][CH2:57][CH2:56]2)[CH2:54][CH2:53]1, predict the reaction product. (2) Given the reactants [CH:1]1([N:4]2[C:13]3[C:8](=[C:9]([N+:18]([O-:20])=[O:19])[C:10](F)=[C:11]([F:16])[C:12]=3[O:14][CH3:15])[C:7](=[O:21])[C:6]([C:22]([O:24][CH2:25][CH3:26])=[O:23])=[CH:5]2)[CH2:3][CH2:2]1.C(=O)([O-])[O-].[NH4+:31].[NH4+], predict the reaction product. The product is: [NH2:31][C:10]1[C:9]([N+:18]([O-:20])=[O:19])=[C:8]2[C:13](=[C:12]([O:14][CH3:15])[C:11]=1[F:16])[N:4]([CH:1]1[CH2:3][CH2:2]1)[CH:5]=[C:6]([C:22]([O:24][CH2:25][CH3:26])=[O:23])[C:7]2=[O:21]. (3) The product is: [F:14][C:13]([F:16])([F:15])[C:12]1[CH:11]=[CH:10][N:9]=[CH:8][C:7]=1[B:21]([OH:22])[OH:20]. Given the reactants C([Li])CCC.Br[C:7]1[CH:8]=[N:9][CH:10]=[CH:11][C:12]=1[C:13]([F:16])([F:15])[F:14].C([O:20][B:21](OC(C)C)[O:22]C(C)C)(C)C, predict the reaction product. (4) Given the reactants [CH2:1]1[CH2:5][O:4][CH2:3][CH2:2]1.FC1C(C)=[C:11]([I:14])[C:10]([CH3:15])=[CH:9][N:8]=1.C[O-].[Na+], predict the reaction product. The product is: [I:14][C:11]1[C:10]([CH3:15])=[CH:9][N:8]=[C:5]([O:4][CH3:3])[C:1]=1[CH3:2]. (5) Given the reactants [CH2:1]([O:8][C:9]([N:11]1[CH2:16][CH2:15][C@H:14]([NH:17]C(OC(C)(C)C)=O)[C@H:13]([OH:25])[CH2:12]1)=[O:10])[C:2]1[CH:7]=[CH:6][CH:5]=[CH:4][CH:3]=1.FC(F)(F)C(O)=O, predict the reaction product. The product is: [NH2:17][C@H:14]1[CH2:15][CH2:16][N:11]([C:9]([O:8][CH2:1][C:2]2[CH:3]=[CH:4][CH:5]=[CH:6][CH:7]=2)=[O:10])[CH2:12][C@H:13]1[OH:25]. (6) The product is: [C:24]([O:23][C:21]([N:5]([CH2:6][C:7]1[CH:16]=[CH:15][C:10]([C:11]([O:13][CH3:14])=[O:12])=[CH:9][C:8]=1[N+:17]([O-:19])=[O:18])[CH2:4][C:3]([O:2][CH3:1])=[O:20])=[O:22])([CH3:27])([CH3:26])[CH3:25]. Given the reactants [CH3:1][O:2][C:3](=[O:20])[CH2:4][NH:5][CH2:6][C:7]1[CH:16]=[CH:15][C:10]([C:11]([O:13][CH3:14])=[O:12])=[CH:9][C:8]=1[N+:17]([O-:19])=[O:18].[C:21](O[C:21]([O:23][C:24]([CH3:27])([CH3:26])[CH3:25])=[O:22])([O:23][C:24]([CH3:27])([CH3:26])[CH3:25])=[O:22], predict the reaction product. (7) Given the reactants C(OC(=O)[NH:10][C:11]1([CH3:25])[CH2:16][CH2:15][N:14]([C:17]([C:19]2[CH:24]=[CH:23][N:22]=[CH:21][CH:20]=2)=[O:18])[CH2:13][CH2:12]1)C1C=CC=CC=1.I[Si](C)(C)C, predict the reaction product. The product is: [NH2:10][C:11]1([CH3:25])[CH2:16][CH2:15][N:14]([C:17]([C:19]2[CH:20]=[CH:21][N:22]=[CH:23][CH:24]=2)=[O:18])[CH2:13][CH2:12]1.